Dataset: Full USPTO retrosynthesis dataset with 1.9M reactions from patents (1976-2016). Task: Predict the reactants needed to synthesize the given product. (1) Given the product [CH2:1]([NH:8][C:9]([C:11]1[S:15][C:14]([N:16]2[CH2:21][CH2:20][CH2:19][CH2:18][C:17]2=[O:23])=[N:13][C:12]=1[CH3:24])=[O:10])[C:2]1[CH:7]=[CH:6][CH:5]=[CH:4][CH:3]=1, predict the reactants needed to synthesize it. The reactants are: [CH2:1]([NH:8][C:9]([C:11]1[S:15][C:14]([NH:16][C:17](=[O:23])[CH2:18][CH2:19][CH2:20][CH2:21]Br)=[N:13][C:12]=1[CH3:24])=[O:10])[C:2]1[CH:7]=[CH:6][CH:5]=[CH:4][CH:3]=1.C(NC(C1SC(NC(=O)CCCBr)=NC=1C)=O)C1C=CC=CC=1. (2) The reactants are: [CH3:1][C:2]([C:13]1[NH:14][C:15]2[C:20]([CH:21]=1)=[CH:19][C:18]([N+:22]([O-])=O)=[CH:17][CH:16]=2)([CH3:12])[CH2:3][NH:4][C:5](=[O:11])[O:6][C:7]([CH3:10])([CH3:9])[CH3:8].C([O-])=O.[NH4+]. Given the product [NH2:22][C:18]1[CH:19]=[C:20]2[C:15](=[CH:16][CH:17]=1)[NH:14][C:13]([C:2]([CH3:12])([CH3:1])[CH2:3][NH:4][C:5](=[O:11])[O:6][C:7]([CH3:9])([CH3:8])[CH3:10])=[CH:21]2, predict the reactants needed to synthesize it. (3) The reactants are: [CH2:1]([O:8][C:9]1[CH:14]=[CH:13][C:12]([C:15]2[NH:36][C:18]3=[N:19][CH:20]=[CH:21][C:22]([CH:23]4[CH2:28][CH2:27][N:26](C(OC(C)(C)C)=O)[CH2:25][CH2:24]4)=[C:17]3[N:16]=2)=[CH:11][CH:10]=1)[C:2]1[CH:7]=[CH:6][CH:5]=[CH:4][CH:3]=1.C(O)(C(F)(F)F)=O.[OH-].[Na+]. Given the product [CH2:1]([O:8][C:9]1[CH:10]=[CH:11][C:12]([C:15]2[NH:36][C:18]3=[N:19][CH:20]=[CH:21][C:22]([CH:23]4[CH2:28][CH2:27][NH:26][CH2:25][CH2:24]4)=[C:17]3[N:16]=2)=[CH:13][CH:14]=1)[C:2]1[CH:3]=[CH:4][CH:5]=[CH:6][CH:7]=1, predict the reactants needed to synthesize it. (4) Given the product [Br:1][C:2]1[N:3]([CH2:10][CH:11]([O:21][CH:22]2[CH2:27][CH2:26][CH2:25][CH2:24][O:23]2)[CH2:12][OH:13])[CH:4]=[C:5]([N+:7]([O-:9])=[O:8])[N:6]=1, predict the reactants needed to synthesize it. The reactants are: [Br:1][C:2]1[N:3]([CH2:10][CH:11]([O:21][CH:22]2[CH2:27][CH2:26][CH2:25][CH2:24][O:23]2)[CH2:12][O:13][Si](C(C)(C)C)(C)C)[CH:4]=[C:5]([N+:7]([O-:9])=[O:8])[N:6]=1.O1CCCC1.[F-].C([N+](CCCC)(CCCC)CCCC)CCC.